From a dataset of Forward reaction prediction with 1.9M reactions from USPTO patents (1976-2016). Predict the product of the given reaction. (1) Given the reactants [CH2:1]([O:3][C:4](=[O:37])[CH2:5][CH2:6][CH2:7][O:8][C:9]1[CH:14]=[CH:13][CH:12]=[C:11]([CH2:15][CH2:16][CH2:17][CH2:18][CH2:19][CH2:20][O:21][C:22]2[CH:27]=[C:26](Br)[CH:25]=[C:24](Br)[CH:23]=2)[C:10]=1[CH2:30][CH2:31][C:32]([O:34][CH2:35][CH3:36])=[O:33])[CH3:2].[N:38]1[CH:43]=[CH:42][C:41](B(O)O)=[CH:40][CH:39]=1.C(=O)([O-])[O-].[Na+].[Na+], predict the reaction product. The product is: [CH2:1]([O:3][C:4](=[O:37])[CH2:5][CH2:6][CH2:7][O:8][C:9]1[CH:14]=[CH:13][CH:12]=[C:11]([CH2:15][CH2:16][CH2:17][CH2:18][CH2:19][CH2:20][O:21][C:22]2[CH:27]=[C:26]([C:41]3[CH:42]=[CH:43][N:38]=[CH:39][CH:40]=3)[CH:25]=[C:24]([C:41]3[CH:42]=[CH:43][N:38]=[CH:39][CH:40]=3)[CH:23]=2)[C:10]=1[CH2:30][CH2:31][C:32]([O:34][CH2:35][CH3:36])=[O:33])[CH3:2]. (2) Given the reactants [CH3:1][C@:2]1([NH:20][C:21](=[O:27])[O:22][C:23]([CH3:26])([CH3:25])[CH3:24])[CH2:6][CH2:5][N:4]([C@@H:7]([C:12]2[CH:13]=[N:14][C:15]([NH:18][NH2:19])=[CH:16][CH:17]=2)[C:8]([F:11])([F:10])[F:9])[CH2:3]1.[F:28][C:29]1[CH:30]=[C:31]2[C:36](=[C:37]([O:39][CH3:40])[CH:38]=1)[N:35]=[C:34]([CH:41]=O)[CH:33]=[CH:32]2, predict the reaction product. The product is: [CH3:1][C@:2]1([NH:20][C:21](=[O:27])[O:22][C:23]([CH3:26])([CH3:25])[CH3:24])[CH2:6][CH2:5][N:4]([C@@H:7]([C:12]2[CH:13]=[N:14][C:15]([NH:18]/[N:19]=[CH:41]/[C:34]3[CH:33]=[CH:32][C:31]4[C:36](=[C:37]([O:39][CH3:40])[CH:38]=[C:29]([F:28])[CH:30]=4)[N:35]=3)=[CH:16][CH:17]=2)[C:8]([F:9])([F:10])[F:11])[CH2:3]1. (3) Given the reactants Br[C:2]1[CH:7]=[CH:6][CH:5]=[CH:4][C:3]=1[CH2:8][C:9]([OH:11])=[O:10].[CH3:12][O:13][C:14]1[CH:19]=[CH:18][C:17]([NH2:20])=[CH:16][CH:15]=1, predict the reaction product. The product is: [CH3:12][O:13][C:14]1[CH:19]=[CH:18][C:17]([NH:20][C:2]2[CH:7]=[CH:6][CH:5]=[CH:4][C:3]=2[CH2:8][C:9]([OH:11])=[O:10])=[CH:16][CH:15]=1. (4) The product is: [Cl:53][C:48]1[CH:49]=[CH:50][CH:51]=[CH:52][C:47]=1[C@@H:45]([NH:44][C:42](=[O:43])/[CH:41]=[CH:40]/[C@:23]12[CH2:35][C:34](=[O:36])[C:33]([CH:37]([CH3:39])[CH3:38])=[C:24]1[C@@H:25]1[C@@:20]([CH3:54])([CH2:21][CH2:22]2)[C@@:19]2([CH3:55])[C@@H:28]([C@:29]3([CH3:32])[C@@H:16]([CH2:17][CH2:18]2)[C:15]([CH3:56])([CH3:57])[C@@H:14]([O:13][C:11](=[O:12])[CH2:10][C:2]([CH3:1])([CH3:58])[C:3]([OH:5])=[O:4])[CH2:31][CH2:30]3)[CH2:27][CH2:26]1)[CH3:46]. Given the reactants [CH3:1][C:2]([CH3:58])([CH2:10][C:11]([O:13][C@H:14]1[CH2:31][CH2:30][C@@:29]2([CH3:32])[C@@H:16]([CH2:17][CH2:18][C@:19]3([CH3:55])[C@@H:28]2[CH2:27][CH2:26][C@H:25]2[C@@:20]3([CH3:54])[CH2:21][CH2:22][C@@:23]3(/[CH:40]=[CH:41]/[C:42]([NH:44][C@H:45]([C:47]4[CH:52]=[CH:51][CH:50]=[CH:49][C:48]=4[Cl:53])[CH3:46])=[O:43])[CH2:35][C:34](=[O:36])[C:33]([CH:37]([CH3:39])[CH3:38])=[C:24]32)[C:15]1([CH3:57])[CH3:56])=[O:12])[C:3]([O:5]C(C)(C)C)=[O:4].FC(F)(F)C(O)=O, predict the reaction product. (5) Given the reactants Br[C:2]1[S:6][C:5]([CH:7]=[O:8])=[CH:4][CH:3]=1.[F:9][C:10]([F:18])([F:17])[CH2:11][CH2:12][B-](F)(F)F, predict the reaction product. The product is: [F:9][C:10]([F:18])([F:17])[CH2:11][CH2:12][C:2]1[S:6][C:5]([CH:7]=[O:8])=[CH:4][CH:3]=1. (6) Given the reactants C[O:2][C:3]1[CH:4]=[C:5]2[C:9](=[CH:10][CH:11]=1)[N:8]([CH3:12])[CH:7]=[C:6]2[CH:13]=[O:14].B(Br)(Br)Br, predict the reaction product. The product is: [OH:2][C:3]1[CH:4]=[C:5]2[C:9](=[CH:10][CH:11]=1)[N:8]([CH3:12])[CH:7]=[C:6]2[CH:13]=[O:14].